From a dataset of Full USPTO retrosynthesis dataset with 1.9M reactions from patents (1976-2016). Predict the reactants needed to synthesize the given product. (1) Given the product [CH3:3][N:2]([CH2:4][CH:5]1[CH2:9][N:8]([C:10]2[C:14]([NH:15][C:16]([C:18]3[N:19]=[C:20]([C:23]4[CH:28]=[CH:27][N:26]=[C:25]([NH:29][CH2:37][C:38]([F:39])([F:41])[F:40])[CH:24]=4)[O:21][CH:22]=3)=[O:17])=[CH:13][N:12]([CH3:42])[N:11]=2)[C:7](=[O:43])[CH2:6]1)[CH3:1], predict the reactants needed to synthesize it. The reactants are: [CH3:1][N:2]([CH2:4][CH:5]1[CH2:9][N:8]([C:10]2[C:14]([NH:15][C:16]([C:18]3[N:19]=[C:20]([C:23]4[CH:28]=[CH:27][N:26]=[C:25]([N:29]([CH2:37][C:38]([F:41])([F:40])[F:39])C(=O)OC(C)(C)C)[CH:24]=4)[O:21][CH:22]=3)=[O:17])=[CH:13][N:12]([CH3:42])[N:11]=2)[C:7](=[O:43])[CH2:6]1)[CH3:3].C(OC(=O)C)C.Cl. (2) Given the product [F:10][C:7]1[CH:8]=[CH:9][C:2]([N:12]2[CH:16]=[N:15][CH:14]=[N:13]2)=[C:3]([CH:6]=1)[C:4]#[N:5], predict the reactants needed to synthesize it. The reactants are: F[C:2]1[CH:9]=[CH:8][C:7]([F:10])=[CH:6][C:3]=1[C:4]#[N:5].[Na].[NH:12]1[CH:16]=[N:15][CH:14]=[N:13]1. (3) The reactants are: [NH2:1][C:2]([CH3:6])([CH3:5])[CH2:3][OH:4].[H-].[Na+].[N+]([C:12]1[CH:19]=[CH:18][CH:17]=[C:16]([N+:20]([O-:22])=[O:21])[C:13]=1[C:14]#[N:15])([O-])=O.[C:23](O[C:23]([O:25][C:26]([CH3:29])([CH3:28])[CH3:27])=[O:24])([O:25][C:26]([CH3:29])([CH3:28])[CH3:27])=[O:24].C(O)(=O)CC(CC(O)=O)(C(O)=O)O. Given the product [C:26]([O:25][C:23](=[O:24])[NH:1][C:2]([CH3:6])([CH3:5])[CH2:3][O:4][C:12]1[CH:19]=[CH:18][CH:17]=[C:16]([N+:20]([O-:22])=[O:21])[C:13]=1[C:14]#[N:15])([CH3:29])([CH3:28])[CH3:27], predict the reactants needed to synthesize it. (4) Given the product [F:1][C:2]1[C:3]([F:12])=[CH:4][C:5]2[O:9][C:8](=[O:10])[N:7]([CH:14]([C:16]3[CH:21]=[CH:20][CH:19]=[C:18]([N+:22]([O-:24])=[O:23])[CH:17]=3)[CH3:15])[C:6]=2[CH:11]=1, predict the reactants needed to synthesize it. The reactants are: [F:1][C:2]1[C:3]([F:12])=[CH:4][C:5]2[O:9][C:8](=[O:10])[NH:7][C:6]=2[CH:11]=1.Br[CH:14]([C:16]1[CH:21]=[CH:20][CH:19]=[C:18]([N+:22]([O-:24])=[O:23])[CH:17]=1)[CH3:15].C(=O)([O-])[O-].[K+].[K+].